Dataset: Peptide-MHC class II binding affinity with 134,281 pairs from IEDB. Task: Regression. Given a peptide amino acid sequence and an MHC pseudo amino acid sequence, predict their binding affinity value. This is MHC class II binding data. (1) The peptide sequence is NFLGPIAVGGLLMML. The MHC is DRB3_0101 with pseudo-sequence DRB3_0101. The binding affinity (normalized) is 0.485. (2) The peptide sequence is AYSDDKSMKVTVAFN. The MHC is DRB1_1201 with pseudo-sequence DRB1_1201. The binding affinity (normalized) is 0.0681. (3) The peptide sequence is RIIAGTLEVHAVKPA. The MHC is DRB1_0405 with pseudo-sequence DRB1_0405. The binding affinity (normalized) is 0.155. (4) The peptide sequence is KGDEQKLRSAGEVEI. The MHC is DRB1_0802 with pseudo-sequence DRB1_0802. The binding affinity (normalized) is 0.0237. (5) The peptide sequence is VTVDSIGMLPRF. The MHC is DRB1_1501 with pseudo-sequence DRB1_1501. The binding affinity (normalized) is 0.155. (6) The peptide sequence is RWFHERGYVKLEGRV. The MHC is HLA-DQA10201-DQB10402 with pseudo-sequence HLA-DQA10201-DQB10402. The binding affinity (normalized) is 0.343. (7) The peptide sequence is FIKVRQYDQILIEICGKKAIGTV. The MHC is DRB1_1602 with pseudo-sequence DRB1_1602. The binding affinity (normalized) is 0.449.